Dataset: Full USPTO retrosynthesis dataset with 1.9M reactions from patents (1976-2016). Task: Predict the reactants needed to synthesize the given product. (1) Given the product [CH2:31]([S:37]([OH:40])(=[O:39])=[O:38])[CH2:32][S:33]([OH:36])(=[O:35])=[O:34].[CH3:1][O:2][C:3]1[C:8]([C:9]2[C:22]3[C:17](=[CH:18][C:19]([O:25][CH2:26][CH3:27])=[C:20]([O:23][CH3:24])[CH:21]=3)[C@@H:16]3[C@@H:11]([CH2:12][CH2:13][C@@H:14]([OH:28])[CH2:15]3)[N:10]=2)=[CH:7][CH:6]=[C:5]([O:29][CH3:30])[N:4]=1, predict the reactants needed to synthesize it. The reactants are: [CH3:1][O:2][C:3]1[C:8]([C:9]2[C:22]3[C:17](=[CH:18][C:19]([O:25][CH2:26][CH3:27])=[C:20]([O:23][CH3:24])[CH:21]=3)[C@@H:16]3[C@@H:11]([CH2:12][CH2:13][C@@H:14]([OH:28])[CH2:15]3)[N:10]=2)=[CH:7][CH:6]=[C:5]([O:29][CH3:30])[N:4]=1.[CH2:31]([S:37]([OH:40])(=[O:39])=[O:38])[CH2:32][S:33]([OH:36])(=[O:35])=[O:34]. (2) Given the product [F:1][C:2]1[CH:11]=[C:6]([C:7]([O:9][CH3:10])=[O:8])[C:5]([OH:12])=[C:4]([I:20])[CH:3]=1, predict the reactants needed to synthesize it. The reactants are: [F:1][C:2]1[CH:11]=[C:6]([C:7]([O:9][CH3:10])=[O:8])[C:5]([OH:12])=[CH:4][CH:3]=1.C1C(=O)N([I:20])C(=O)C1.C(OCC)(=O)C. (3) Given the product [CH2:7]([CH:17]1[CH:16]=[C:15]([CH3:18])[CH:14]=[C:13]([CH3:19])[N:12]1[CH3:11])[C:1]1[CH:6]=[CH:5][CH:4]=[CH:3][CH:2]=1, predict the reactants needed to synthesize it. The reactants are: [C:1]1([CH2:7][Mg]Cl)[CH:6]=[CH:5][CH:4]=[CH:3][CH:2]=1.[I-].[CH3:11][N+:12]1[CH:17]=[CH:16][C:15]([CH3:18])=[CH:14][C:13]=1[CH3:19]. (4) Given the product [F:8][C:4]1[CH:5]=[CH:6][CH:7]=[C:2]([F:1])[C:3]=1[CH:9]1[NH:14][C:13]2[CH:15]=[CH:16][C:17]([C:66]3[CH:67]=[C:68]([C:70]([F:71])([F:73])[F:72])[CH:69]=[CH:64][C:65]=3[CH3:74])=[CH:18][C:12]=2[O:11][CH2:10]1, predict the reactants needed to synthesize it. The reactants are: [F:1][C:2]1[CH:7]=[CH:6][CH:5]=[C:4]([F:8])[C:3]=1[CH:9]1[NH:14][C:13]2[CH:15]=[CH:16][C:17](B3OC(C)(C)C(C)(C)O3)=[CH:18][C:12]=2[O:11][CH2:10]1.C([O-])([O-])=O.[K+].[K+].COC1C=CC=C(OC)C=1C1C=CC=CC=1P(C1CCCCC1)C1CCCCC1.Br[C:64]1[CH:69]=[C:68]([C:70]([F:73])([F:72])[F:71])[CH:67]=[CH:66][C:65]=1[CH3:74]. (5) Given the product [C:1]([O:5][C:6](=[O:42])[NH:7][C:8]1([CH2:16][CH2:17][C:18]2[CH:19]=[CH:20][C:21]([CH2:24][CH2:25][CH2:26][N:27]3[C:35]4[C:30](=[CH:31][CH:32]=[CH:33][CH:34]=4)[C:29]([C:36](=[O:41])[C:37]([F:40])([F:38])[F:39])=[CH:28]3)=[CH:22][CH:23]=2)[CH2:13][O:12][C:11]([CH3:15])([CH3:14])[O:10][CH2:9]1)([CH3:2])([CH3:3])[CH3:4], predict the reactants needed to synthesize it. The reactants are: [C:1]([O:5][C:6](=[O:42])[NH:7][C:8]1([C:16]#[C:17][C:18]2[CH:23]=[CH:22][C:21]([C:24]#[C:25][CH2:26][N:27]3[C:35]4[C:30](=[CH:31][CH:32]=[CH:33][CH:34]=4)[C:29]([C:36](=[O:41])[C:37]([F:40])([F:39])[F:38])=[CH:28]3)=[CH:20][CH:19]=2)[CH2:13][O:12][C:11]([CH3:15])([CH3:14])[O:10][CH2:9]1)([CH3:4])([CH3:3])[CH3:2]. (6) Given the product [CH3:1][O:2][CH2:3][CH2:4][NH:5][CH2:10][CH2:9][C:8]([O:12][CH2:13][C:14]1[CH:19]=[CH:18][CH:17]=[CH:16][CH:15]=1)=[O:11], predict the reactants needed to synthesize it. The reactants are: [CH3:1][O:2][CH2:3][CH2:4][NH2:5].[Cl-].[Li+].[C:8]([O:12][CH2:13][C:14]1[CH:19]=[CH:18][CH:17]=[CH:16][CH:15]=1)(=[O:11])[CH:9]=[CH2:10]. (7) Given the product [CH3:1][O:2][C:3]1[CH:15]=[CH:14][C:6]([NH:7][CH3:8])=[C:5]([CH:4]=1)[C:10]([NH2:16])=[O:9], predict the reactants needed to synthesize it. The reactants are: [CH3:1][O:2][C:3]1[CH:15]=[CH:14][C:6]2[N:7](C)[C:8](=O)[O:9][C:10](=O)[C:5]=2[CH:4]=1.[NH3:16]. (8) Given the product [F:9][C:10]([F:21])([F:20])[C:11]1[CH:16]=[CH:15][C:14]([C:2]2[CH:7]=[N:6][NH:5][C:4](=[O:8])[CH:3]=2)=[CH:13][CH:12]=1, predict the reactants needed to synthesize it. The reactants are: Cl[C:2]1[CH:7]=[N:6][NH:5][C:4](=[O:8])[CH:3]=1.[F:9][C:10]([F:21])([F:20])[C:11]1[CH:16]=[CH:15][C:14](B(O)O)=[CH:13][CH:12]=1.C(=O)([O-])[O-].[Na+].[Na+]. (9) The reactants are: C(=O)([O-])[O-].[CH3:5][C:6]([C:15]1[CH:16]=[CH:17][C:18]([OH:21])=[CH:19][CH:20]=1)([C:8]1[CH:9]=[CH:10][C:11]([OH:14])=[CH:12][CH:13]=1)[CH3:7].C(=O)([O-])[O-]. Given the product [CH3:7][C:6]([C:8]1[CH:9]=[CH:10][C:11]([OH:14])=[CH:12][CH:13]=1)([C:15]1[CH:16]=[CH:17][C:18]([OH:21])=[CH:19][CH:20]=1)[CH3:5], predict the reactants needed to synthesize it.